Dataset: Reaction yield outcomes from USPTO patents with 853,638 reactions. Task: Predict the reaction yield, written as a fraction of the theoretical maximum amount of product (1.0 means a 100% yield; for example, 0.34 means a 34% yield). (1) The reactants are [Cl:1][C:2]1[N:7]=[C:6]2[N:8]([CH2:11][O:12][CH2:13][CH2:14][Si:15]([CH3:18])([CH3:17])[CH3:16])[CH:9]=[CH:10][C:5]2=[C:4]([N+]([O-])=O)[CH:3]=1.C([O-])([O-])=O.[K+].[K+].[OH:28][C:29]1[CH:38]=[CH:37][CH:36]=[C:35]2[C:30]=1[CH:31]=[CH:32][CH:33]=[C:34]2[C:39]([OH:41])=[O:40].Cl. The catalyst is CS(C)=O. The product is [Cl:1][C:2]1[N:7]=[C:6]2[N:8]([CH2:11][O:12][CH2:13][CH2:14][Si:15]([CH3:18])([CH3:17])[CH3:16])[CH:9]=[CH:10][C:5]2=[C:4]([O:28][C:29]2[CH:38]=[CH:37][CH:36]=[C:35]3[C:30]=2[CH:31]=[CH:32][CH:33]=[C:34]3[C:39]([OH:41])=[O:40])[CH:3]=1. The yield is 0.660. (2) The catalyst is ClCCl.CO. The product is [C:8]([C:7]1[CH:10]=[C:11]2[C:14]([NH:15][C:16](=[O:18])[CH3:17])=[C:13]([C:19]3[CH:24]=[CH:23][CH:22]=[CH:21][CH:20]=3)[NH:2][C:4]2=[N:5][CH:6]=1)#[N:9]. The yield is 0.180. The reactants are O.[NH:2]([C:4]1[CH:11]=[CH:10][C:7]([C:8]#[N:9])=[CH:6][N:5]=1)N.O=[C:13]([C:19]1[CH:24]=[CH:23][CH:22]=[CH:21][CH:20]=1)[CH2:14][NH:15][C:16](=[O:18])[CH3:17]. (3) The reactants are [CH3:1][C:2]1[CH:6]=[C:5]([CH2:7][C:8]([OH:10])=[O:9])[O:4][N:3]=1.O=S(Cl)Cl.[CH3:15]O. No catalyst specified. The product is [CH3:1][C:2]1[CH:6]=[C:5]([CH2:7][C:8]([O:10][CH3:15])=[O:9])[O:4][N:3]=1. The yield is 0.920. (4) The yield is 0.540. The product is [CH2:27]([C:9]1[C:10]([C:26]([OH:25])=[O:34])=[C:6]2[N:5]=[C:4]([C:11]3[CH:16]=[CH:15][C:14]([Cl:17])=[CH:13][CH:12]=3)[CH:3]=[C:2]([CH2:19][CH3:20])[N:7]2[N:8]=1)[CH3:28]. The reactants are Cl[C:2]1[N:7]2[N:8]=[CH:9][CH:10]=[C:6]2[N:5]=[C:4]([C:11]2[CH:16]=[CH:15][C:14]([Cl:17])=[CH:13][CH:12]=2)[CH:3]=1.[Cl-].[CH2:19]([Zn+])[CH3:20].C1[CH2:26][O:25]CC1.[CH2:27]([Mg]Cl)[CH3:28].C1C[O:34]CC1.[Cl-].[NH4+]. The catalyst is C1COCC1.[Cl-].[Zn+2].[Cl-].C1COCC1. (5) The catalyst is ClCCCl. The reactants are [O:1]1[CH2:4][C:3](=O)[CH2:2]1.Cl.[CH2:7]([NH:9][C:10]([NH:12][C:13]1[CH:18]=[CH:17][C:16]([C:19]2[N:20]=[C:21]([N:30]3[CH2:35][CH2:34][O:33][CH2:32][CH2:31]3)[C:22]3[CH2:28][CH2:27][NH:26][CH:25]([CH3:29])[C:23]=3[N:24]=2)=[CH:15][CH:14]=1)=[O:11])[CH3:8].C(N(CC)C(C)C)(C)C.C(O[BH-](OC(=O)C)OC(=O)C)(=O)C.[Na+]. The yield is 0.570. The product is [CH2:7]([NH:9][C:10]([NH:12][C:13]1[CH:14]=[CH:15][C:16]([C:19]2[N:20]=[C:21]([N:30]3[CH2:31][CH2:32][O:33][CH2:34][CH2:35]3)[C:22]3[CH2:28][CH2:27][N:26]([CH:3]4[CH2:2][O:1][CH2:4]4)[CH:25]([CH3:29])[C:23]=3[N:24]=2)=[CH:17][CH:18]=1)=[O:11])[CH3:8]. (6) The yield is 0.253. The reactants are Br[C:2]1[CH:3]=[CH:4][C:5]2[O:11][CH2:10][CH2:9][N:8]3[C:12]([C:18]([NH:20][CH:21]4[CH2:26][CH2:25][O:24][CH2:23][CH2:22]4)=[O:19])=[C:13]([C:15]([NH2:17])=[O:16])[N:14]=[C:7]3[C:6]=2[CH:27]=1.[C:28]([C@:30]1([OH:38])[CH2:35][CH2:34][CH2:33][N:32]([CH3:36])[C:31]1=[O:37])#[CH:29]. The product is [OH:38][C@@:30]1([C:28]#[C:29][C:2]2[CH:3]=[CH:4][C:5]3[O:11][CH2:10][CH2:9][N:8]4[C:12]([C:18]([NH:20][CH:21]5[CH2:22][CH2:23][O:24][CH2:25][CH2:26]5)=[O:19])=[C:13]([C:15]([NH2:17])=[O:16])[N:14]=[C:7]4[C:6]=3[CH:27]=2)[CH2:35][CH2:34][CH2:33][N:32]([CH3:36])[C:31]1=[O:37]. No catalyst specified.